Dataset: Full USPTO retrosynthesis dataset with 1.9M reactions from patents (1976-2016). Task: Predict the reactants needed to synthesize the given product. (1) Given the product [F:1][C:2]1[C:3]([NH:11][C:12]2[CH:17]=[CH:16][C:15]([I:18])=[CH:14][C:13]=2[F:19])=[C:29]([CH:30]([OH:31])[CH2:32][OH:24])[CH:5]=[CH:6][C:7]=1[F:8], predict the reactants needed to synthesize it. The reactants are: [F:1][C:2]1[C:7]([F:8])=[CH:6][CH:5]=C(C=C)[C:3]=1[NH:11][C:12]1[CH:17]=[CH:16][C:15]([I:18])=[CH:14][C:13]=1[F:19].C[N+]1([O-])CC[O:24]CC1.O.[CH3:29][C:30]([CH3:32])=[O:31]. (2) Given the product [CH3:21][O:20][CH2:19][CH2:18][N:7]1[C:8]2[C:13](=[C:12]([C:14]([F:17])([F:16])[F:15])[CH:11]=[CH:10][CH:9]=2)[C:5]([C:3]([OH:4])=[O:24])=[CH:6]1, predict the reactants needed to synthesize it. The reactants are: FC(F)(F)[C:3]([C:5]1[C:13]2[C:8](=[CH:9][CH:10]=[CH:11][C:12]=2[C:14]([F:17])([F:16])[F:15])[N:7]([CH2:18][CH2:19][O:20][CH3:21])[CH:6]=1)=[O:4].[OH-:24].[Na+]. (3) Given the product [CH2:1]([O:8][C:9]([CH:12]1[CH2:17][C:16](=[O:18])[CH2:15][CH2:14][O:13]1)([CH3:11])[CH3:10])[C:2]1[CH:3]=[CH:4][CH:5]=[CH:6][CH:7]=1, predict the reactants needed to synthesize it. The reactants are: [CH2:1]([O:8][C:9]([CH:12]1[CH2:17][CH:16]([OH:18])[CH2:15][CH2:14][O:13]1)([CH3:11])[CH3:10])[C:2]1[CH:7]=[CH:6][CH:5]=[CH:4][CH:3]=1.C1C=C[NH+]=CC=1.[O-][Cr](Cl)(=O)=O. (4) Given the product [N:1]1([CH:6]2[CH2:11][CH2:10][N:9]([CH2:12][C:13]3[C:14]([O:25][CH3:26])=[N:15][C:16]4[C:21]([C:22]=3[Cl:23])=[CH:20][C:19]([C:27]([OH:34])([C:28]3[CH:33]=[CH:32][CH:31]=[CH:30][CH:29]=3)[CH:35]3[CH2:40][CH2:39][N:38]([C:41](=[O:43])[CH3:42])[CH2:37][CH2:36]3)=[CH:18][CH:17]=4)[CH2:8][CH2:7]2)[CH:5]=[CH:4][CH:3]=[N:2]1, predict the reactants needed to synthesize it. The reactants are: [N:1]1([CH:6]2[CH2:11][CH2:10][N:9]([CH2:12][C:13]3[C:14]([O:25][CH3:26])=[N:15][C:16]4[C:21]([C:22]=3[Cl:23])=[CH:20][C:19](Br)=[CH:18][CH:17]=4)[CH2:8][CH2:7]2)[CH:5]=[CH:4][CH:3]=[N:2]1.[C:27]([CH:35]1[CH2:40][CH2:39][N:38]([C:41](=[O:43])[CH3:42])[CH2:37][CH2:36]1)(=[O:34])[C:28]1[CH:33]=[CH:32][CH:31]=[CH:30][CH:29]=1.